Dataset: Reaction yield outcomes from USPTO patents with 853,638 reactions. Task: Predict the reaction yield, written as a fraction of the theoretical maximum amount of product (1.0 means a 100% yield; for example, 0.34 means a 34% yield). The reactants are Cl[C:2]1[C:3]([C:8]([CH3:13])([CH3:12])[C:9]([OH:11])=O)=[N:4][CH:5]=[CH:6][N:7]=1.S(Cl)(Cl)=O.[C:18]([O:22][C:23](=[O:30])[NH:24][C@H:25]1[CH2:28][C@H:27]([NH2:29])[CH2:26]1)([CH3:21])([CH3:20])[CH3:19].C(N(C(C)C)CC)(C)C.CC(C)([O-])C.[Na+]. The catalyst is ClCCl. The product is [C:18]([O:22][C:23](=[O:30])[NH:24][C@H:25]1[CH2:28][C@H:27]([N:29]2[C:2]3=[N:7][CH:6]=[CH:5][N:4]=[C:3]3[C:8]([CH3:13])([CH3:12])[C:9]2=[O:11])[CH2:26]1)([CH3:21])([CH3:19])[CH3:20]. The yield is 0.920.